Dataset: Reaction yield outcomes from USPTO patents with 853,638 reactions. Task: Predict the reaction yield, written as a fraction of the theoretical maximum amount of product (1.0 means a 100% yield; for example, 0.34 means a 34% yield). (1) The reactants are [F:1][C:2]1[CH:7]=[C:6]([F:8])[CH:5]=[CH:4][C:3]=1[C:9]1[O:13][C:12]([CH3:14])=[C:11]([CH:15]=[O:16])[CH:10]=1.[CH:17]1([Mg]Br)[CH2:22][CH2:21][CH2:20][CH2:19][CH2:18]1.O1CCCC1. No catalyst specified. The product is [CH:17]1([CH:15]([C:11]2[CH:10]=[C:9]([C:3]3[CH:4]=[CH:5][C:6]([F:8])=[CH:7][C:2]=3[F:1])[O:13][C:12]=2[CH3:14])[OH:16])[CH2:22][CH2:21][CH2:20][CH2:19][CH2:18]1. The yield is 0.760. (2) The reactants are [Cl:1][C:2]1[CH:10]=[C:9]2[C:5]([CH:6]=[C:7]([CH2:11]O)[NH:8]2)=[CH:4][CH:3]=1.FC(F)(F)C(O)=O.C([SiH](CC)CC)C. The catalyst is ClCCCl. The product is [Cl:1][C:2]1[CH:10]=[C:9]2[C:5]([CH:6]=[C:7]([CH3:11])[NH:8]2)=[CH:4][CH:3]=1. The yield is 0.270. (3) The reactants are [OH:1][CH2:2][C:3]#[C:4][C:5]1[CH:6]=[C:7]2[C:12](=[CH:13][CH:14]=1)[N:11]=[CH:10][N:9]=[C:8]2[N:15]1[CH2:19][CH2:18][CH:17]([O:20][C:21](=[O:32])[NH:22][C:23]2[CH:28]=[CH:27][C:26]([CH:29]([CH3:31])[CH3:30])=[CH:25][CH:24]=2)[CH2:16]1.[CH3:33][S:34](Cl)(=[O:36])=[O:35]. The catalyst is C(Cl)Cl. The product is [CH:29]([C:26]1[CH:25]=[CH:24][C:23]([NH:22][C:21]([O:20][CH:17]2[CH2:18][CH2:19][N:15]([C:8]3[C:7]4[C:12](=[CH:13][CH:14]=[C:5]([C:4]#[C:3][CH2:2][O:1][S:34]([CH3:33])(=[O:36])=[O:35])[CH:6]=4)[N:11]=[CH:10][N:9]=3)[CH2:16]2)=[O:32])=[CH:28][CH:27]=1)([CH3:30])[CH3:31]. The yield is 0.810. (4) The reactants are [C:1]([O:5][C:6]([NH:8][CH2:9][C:10]([CH3:28])([CH3:27])[CH2:11][O:12][C:13]1[CH:22]=[C:21]([C:23]([CH3:26])([CH3:25])[CH3:24])[CH:20]=[CH:19][C:14]=1[C:15]([O:17][CH3:18])=[O:16])=[O:7])([CH3:4])([CH3:3])[CH3:2].CI.[CH3:31][Si]([N-][Si](C)(C)C)(C)C.[Na+]. The catalyst is C1COCC1.ClCCl. The product is [C:1]([O:5][C:6]([N:8]([CH3:31])[CH2:9][C:10]([CH3:28])([CH3:27])[CH2:11][O:12][C:13]1[CH:22]=[C:21]([C:23]([CH3:26])([CH3:25])[CH3:24])[CH:20]=[CH:19][C:14]=1[C:15]([O:17][CH3:18])=[O:16])=[O:7])([CH3:3])([CH3:4])[CH3:2]. The yield is 0.618. (5) The reactants are [NH2:1][C:2]1[C:7]([N:8]([CH3:17])[C:9](=O)[C:10]2[CH:15]=[CH:14][CH:13]=[CH:12][CH:11]=2)=[C:6]([Cl:18])[N:5]=[CH:4][N:3]=1.P(Cl)(Cl)(Cl)=O. No catalyst specified. The product is [Cl:18][C:6]1[N:5]=[CH:4][N:3]=[C:2]2[C:7]=1[N:8]([CH3:17])[C:9]([C:10]1[CH:15]=[CH:14][CH:13]=[CH:12][CH:11]=1)=[N:1]2. The yield is 0.844. (6) The reactants are C([O:4][C:5]1([C:8]2[C:9]([NH2:32])=[N:10][C:11]([C:14]3[CH:18]=[C:17]([C:19]4[CH:23]=[CH:22][O:21][N:20]=4)[N:16]([CH2:24][C:25]4[CH:30]=[CH:29][CH:28]=[CH:27][C:26]=4[F:31])[N:15]=3)=[N:12][CH:13]=2)[CH2:7][CH2:6]1)C=C.C([O-])(=O)C.[Na+].C1(S([O-])=O)C=CC=CC=1.[Na+].C(OCC)(=O)C. The catalyst is C(O)(=O)C.[Pd](Cl)Cl. The product is [NH2:32][C:9]1[C:8]([C:5]2([OH:4])[CH2:7][CH2:6]2)=[CH:13][N:12]=[C:11]([C:14]2[CH:18]=[C:17]([C:19]3[CH:23]=[CH:22][O:21][N:20]=3)[N:16]([CH2:24][C:25]3[CH:30]=[CH:29][CH:28]=[CH:27][C:26]=3[F:31])[N:15]=2)[N:10]=1. The yield is 0.620.